Dataset: hERG potassium channel inhibition data for cardiac toxicity prediction from Karim et al.. Task: Regression/Classification. Given a drug SMILES string, predict its toxicity properties. Task type varies by dataset: regression for continuous values (e.g., LD50, hERG inhibition percentage) or binary classification for toxic/non-toxic outcomes (e.g., AMES mutagenicity, cardiotoxicity, hepatotoxicity). Dataset: herg_karim. (1) The drug is CN(CCOc1ccc(Cl)c(Cl)c1)CCc1ccccc1. The result is 1 (blocker). (2) The compound is COCCCc1cc(CN(C(=O)C2CNCCC2c2ccn(C)c(=O)c2)C2CC2)c2ccccc2n1. The result is 0 (non-blocker). (3) The compound is C[C@]12CC[C@H]3[C@@H](CC=C4C[C@@H](O)CC[C@@]43C)[C@@H]1CC=C2c1cccnc1. The result is 0 (non-blocker). (4) The drug is CCC(NC(=O)C1(N)CCCN(c2ncnc3[nH]ccc23)C1)c1ccc(Cl)cc1. The result is 1 (blocker).